Predict hERG channel inhibition at various concentrations. From a dataset of hERG Central: cardiac toxicity at 1µM, 10µM, and general inhibition. The molecule is COc1ccc(Nc2c3c(nc4ccc(C)cc24)CCC3)cc1.Cl. Results: hERG_inhib (hERG inhibition (general)): blocker.